From a dataset of Reaction yield outcomes from USPTO patents with 853,638 reactions. Predict the reaction yield, written as a fraction of the theoretical maximum amount of product (1.0 means a 100% yield; for example, 0.34 means a 34% yield). The reactants are [CH3:1][O:2][C:3]1[CH:4]=[C:5]([CH:8]=[C:9]([O:11][CH3:12])[CH:10]=1)[CH:6]=[O:7].[Br:13]Br. The catalyst is C(O)(=O)C. The product is [Br:13][C:8]1[C:9]([O:11][CH3:12])=[CH:10][C:3]([O:2][CH3:1])=[CH:4][C:5]=1[CH:6]=[O:7]. The yield is 0.660.